This data is from Full USPTO retrosynthesis dataset with 1.9M reactions from patents (1976-2016). The task is: Predict the reactants needed to synthesize the given product. (1) Given the product [C:1]([O:5][CH:6]([C:12]1[C:16]([C:61]2[CH2:62][CH2:71][CH2:70][CH2:65][CH2:64][CH:63]=2)=[C:15]([CH3:26])[S:14][C:13]=1[CH3:27])[C:7]([O:9][CH2:10][CH3:11])=[O:8])([CH3:2])([CH3:3])[CH3:4], predict the reactants needed to synthesize it. The reactants are: [C:1]([O:5][CH:6]([C:12]1[C:16](B2OC(C)(C)C(C)(C)O2)=[C:15]([CH3:26])[S:14][C:13]=1[CH3:27])[C:7]([O:9][CH2:10][CH3:11])=[O:8])([CH3:4])([CH3:3])[CH3:2].FC(F)(F)S(OC1CCC2(OCCO2)CC=1)(=O)=O.C(OC(C1[C:61]([C:62]2[CH2:71][CH2:70][C:65]3(OCCO3)[CH2:64][CH:63]=2)=C(C)SC=1C)C(OCC)=O)(C)(C)C. (2) Given the product [ClH:19].[NH2:10][CH2:9][C:8](=[O:13])[CH2:7][O:6][C:5]1[CH:14]=[CH:15][C:16]([O:17][CH3:18])=[C:3]([O:2][CH3:1])[CH:4]=1, predict the reactants needed to synthesize it. The reactants are: [CH3:1][O:2][C:3]1[CH:4]=[C:5]([CH:14]=[CH:15][C:16]=1[O:17][CH3:18])[O:6][CH2:7][C:8](=[O:13])[CH2:9][N+:10]([O-])=O.[ClH:19].[H][H].